Predict the product of the given reaction. From a dataset of Forward reaction prediction with 1.9M reactions from USPTO patents (1976-2016). (1) Given the reactants [CH2:1]([O:8][C:9]1[C:10]([NH2:16])=[N:11][CH:12]=[C:13]([Br:15])[CH:14]=1)[C:2]1[CH:7]=[CH:6][CH:5]=[CH:4][CH:3]=1.Cl[CH:18]([C:24]([CH3:26])=O)[C:19]([O:21][CH2:22][CH3:23])=[O:20], predict the reaction product. The product is: [CH2:1]([O:8][C:9]1[C:10]2[N:11]([C:18]([C:19]([O:21][CH2:22][CH3:23])=[O:20])=[C:24]([CH3:26])[N:16]=2)[CH:12]=[C:13]([Br:15])[CH:14]=1)[C:2]1[CH:3]=[CH:4][CH:5]=[CH:6][CH:7]=1. (2) Given the reactants [CH2:1]([C:3]1[CH:8]=[CH:7][C:6]([N:9]2[C:14]3[N:15]=[C:16]([S:19][CH3:20])[N:17]=[CH:18][C:13]=3[C:12](=[O:21])[C:11]([C:22]([OH:24])=O)=[CH:10]2)=[CH:5][CH:4]=1)[CH3:2].C(Cl)(=O)C(Cl)=O.[CH3:31][O:32][NH2:33].Cl.CCN(CC)CC, predict the reaction product. The product is: [CH3:31][O:32][NH:33][C:22]([C:11]1[C:12](=[O:21])[C:13]2[CH:18]=[N:17][C:16]([S:19][CH3:20])=[N:15][C:14]=2[N:9]([C:6]2[CH:7]=[CH:8][C:3]([CH2:1][CH3:2])=[CH:4][CH:5]=2)[CH:10]=1)=[O:24]. (3) Given the reactants C([Si]([O:8][CH2:9][CH2:10][CH2:11][CH2:12][CH2:13][CH2:14][CH2:15][CH2:16][CH2:17][CH2:18][CH2:19][CH2:20][CH2:21][CH2:22][CH:23]=[CH2:24])(C)C)(C)(C)C.CCCC[N+](CCCC)(CCCC)CCCC.[F-], predict the reaction product. The product is: [CH2:9]([OH:8])[CH2:10][CH2:11][CH2:12][CH2:13][CH2:14][CH2:15][CH2:16][CH2:17][CH2:18][CH2:19][CH2:20][CH2:21][CH2:22][CH:23]=[CH2:24].